Dataset: Reaction yield outcomes from USPTO patents with 853,638 reactions. Task: Predict the reaction yield, written as a fraction of the theoretical maximum amount of product (1.0 means a 100% yield; for example, 0.34 means a 34% yield). The reactants are [CH2:1]([O:8][C@H:9]1[C@H:15]([O:16][CH2:17][C:18]2[CH:23]=[CH:22][CH:21]=[CH:20][CH:19]=2)[C@@H:14]([O:24][CH2:25][C:26]2[CH:31]=[CH:30][CH:29]=[CH:28][CH:27]=2)[C@:13]2([C:33]3[CH:38]=[CH:37][C:36]([Cl:39])=[C:35]([CH2:40][C:41]4[CH:46]=[CH:45][C:44]([O:47][CH2:48][CH3:49])=[CH:43][CH:42]=4)[CH:34]=3)[O:32][C@@:10]1([C:50]([OH:52])=[O:51])[CH2:11][O:12]2)[C:2]1[CH:7]=[CH:6][CH:5]=[CH:4][CH:3]=1.S(=O)(=O)(O)O.[CH3:58]O. No catalyst specified. The product is [CH2:1]([O:8][C@H:9]1[C@H:15]([O:16][CH2:17][C:18]2[CH:19]=[CH:20][CH:21]=[CH:22][CH:23]=2)[C@@H:14]([O:24][CH2:25][C:26]2[CH:31]=[CH:30][CH:29]=[CH:28][CH:27]=2)[C@:13]2([C:33]3[CH:38]=[CH:37][C:36]([Cl:39])=[C:35]([CH2:40][C:41]4[CH:46]=[CH:45][C:44]([O:47][CH2:48][CH3:49])=[CH:43][CH:42]=4)[CH:34]=3)[O:32][C@@:10]1([C:50]([O:52][CH3:58])=[O:51])[CH2:11][O:12]2)[C:2]1[CH:7]=[CH:6][CH:5]=[CH:4][CH:3]=1. The yield is 0.414.